Dataset: Catalyst prediction with 721,799 reactions and 888 catalyst types from USPTO. Task: Predict which catalyst facilitates the given reaction. (1) Reactant: [C:1]([C:3]1[CH:4]=[C:5]([O:9][CH2:10][CH2:11][CH2:12][C:13]([O:15][CH2:16][CH3:17])=[O:14])[CH:6]=[CH:7][CH:8]=1)#[N:2].C(O)=O.[ClH:21].C(OCC)(=O)C. Product: [ClH:21].[NH2:2][CH2:1][C:3]1[CH:4]=[C:5]([O:9][CH2:10][CH2:11][CH2:12][C:13]([O:15][CH2:16][CH3:17])=[O:14])[CH:6]=[CH:7][CH:8]=1. The catalyst class is: 352. (2) Reactant: [F:1][C:2]1[CH:3]=[C:4]([CH:42]=[CH:43][CH:44]=1)[CH2:5][N:6]1[CH:10]=[C:9]([C:11]2[C:19]3[C:14](=[N:15][CH:16]=[C:17]([C:20]4[CH:21]=[N:22][C:23]([N:26]5[CH2:31][CH2:30][NH:29][CH2:28][CH2:27]5)=[CH:24][CH:25]=4)[CH:18]=3)[N:13]([S:32]([C:35]3[CH:41]=[CH:40][C:38]([CH3:39])=[CH:37][CH:36]=3)(=[O:34])=[O:33])[CH:12]=2)[CH:8]=[N:7]1.FC1[CH:47]=[C:48]([CH:77]=CC=1)[CH2:49]N1[CH:77]=[C:48]([C:49]2C3C(=N[CH:47]=[C:48]([C:49]4C=NC(N5CCN(C)CC5)=CC=4)[CH:77]=3)NC=2)[CH:47]=N1.BrCC(C)C.C(=O)([O-])[O-].[K+].[K+]. Product: [F:1][C:2]1[CH:3]=[C:4]([CH:42]=[CH:43][CH:44]=1)[CH2:5][N:6]1[CH:10]=[C:9]([C:11]2[C:19]3[C:14](=[N:15][CH:16]=[C:17]([C:20]4[CH:21]=[N:22][C:23]([N:26]5[CH2:31][CH2:30][N:29]([CH2:47][CH:48]([CH3:77])[CH3:49])[CH2:28][CH2:27]5)=[CH:24][CH:25]=4)[CH:18]=3)[N:13]([S:32]([C:35]3[CH:41]=[CH:40][C:38]([CH3:39])=[CH:37][CH:36]=3)(=[O:34])=[O:33])[CH:12]=2)[CH:8]=[N:7]1. The catalyst class is: 3.